Dataset: Catalyst prediction with 721,799 reactions and 888 catalyst types from USPTO. Task: Predict which catalyst facilitates the given reaction. (1) Reactant: [CH3:1][O:2][C:3]1[CH:11]=[C:10]([C:12]#[N:13])[CH:9]=[CH:8][C:4]=1[C:5](Cl)=[O:6].[Cl:14][C:15]1[C:20]([Cl:21])=[CH:19][C:18]([NH2:22])=[C:17]([NH2:23])[CH:16]=1.C(N(CC)CC)C. Product: [NH2:23][C:17]1[CH:16]=[C:15]([Cl:14])[C:20]([Cl:21])=[CH:19][C:18]=1[NH:22][C:5](=[O:6])[C:4]1[CH:8]=[CH:9][C:10]([C:12]#[N:13])=[CH:11][C:3]=1[O:2][CH3:1]. The catalyst class is: 4. (2) Reactant: Cl.[NH2:2][OH:3].C([O-])(=O)C.[Na+].[CH:9]1([NH:15][C:16]2[C:21]([CH:22]=O)=[CH:20][N:19]=[C:18]3[N:24]([CH2:27][CH3:28])[N:25]=[CH:26][C:17]=23)[CH2:14][CH2:13][CH2:12][CH2:11][CH2:10]1. Product: [CH:9]1([NH:15][C:16]2[C:21]([CH:22]=[N:2][OH:3])=[CH:20][N:19]=[C:18]3[N:24]([CH2:27][CH3:28])[N:25]=[CH:26][C:17]=23)[CH2:14][CH2:13][CH2:12][CH2:11][CH2:10]1. The catalyst class is: 8. (3) The catalyst class is: 7. Reactant: [F:1][C:2]([F:9])([F:8])[C:3]1[N:4]=[CH:5][NH:6][CH:7]=1.[H-].[Na+].[CH3:12][Si:13]([CH2:16][CH2:17][O:18][CH2:19]Cl)([CH3:15])[CH3:14]. Product: [F:1][C:2]([F:9])([F:8])[C:3]1[N:4]=[CH:5][N:6]([CH2:19][O:18][CH2:17][CH2:16][Si:13]([CH3:15])([CH3:14])[CH3:12])[CH:7]=1. (4) Reactant: [CH3:1][C:2]1[CH:8]=[C:7]([CH3:9])[CH:6]=[C:5]([N+:10]([O-:12])=[O:11])[C:3]=1N.N([O-])=O.[Na+].[BrH:17]. Product: [Br:17][C:3]1[C:5]([N+:10]([O-:12])=[O:11])=[CH:6][C:7]([CH3:9])=[CH:8][C:2]=1[CH3:1]. The catalyst class is: 6. (5) Reactant: [C:1]1([CH3:11])[CH:6]=[CH:5][CH:4]=[CH:3][C:2]=1[CH2:7][C:8]([OH:10])=[O:9].[Br:12]N1C(=O)CCC1=O.C(OOC(=O)C1C=CC=CC=1)(=O)C1C=CC=CC=1. Product: [Br:12][CH2:11][C:1]1[CH:6]=[CH:5][CH:4]=[CH:3][C:2]=1[CH2:7][C:8]([OH:10])=[O:9]. The catalyst class is: 53. (6) Product: [CH3:14][C:15]1[CH:22]=[CH:21][C:18]([CH2:9][CH:3]([CH3:2])[C:4]([OH:6])=[O:5])=[CH:17][CH:16]=1.[C:4](=[O:6])=[O:5]. Reactant: [Na].[CH3:2][CH:3]([C:9](OCC)=O)[C:4]([O:6]CC)=[O:5].[CH3:14][C:15]1[CH:22]=[CH:21][C:18](CBr)=[CH:17][CH:16]=1.[OH-].[K+]. The catalyst class is: 40. (7) Product: [CH3:26][C:23]1[CH:24]=[CH:25][C:20]([S:17]([O:16][CH2:15][CH2:14][CH:27]=[CH:28][O:12][C:3]2[C:4]([CH:9]=[CH:10][CH3:11])=[CH:5][C:6]([F:8])=[CH:7][C:2]=2[Br:1])(=[O:19])=[O:18])=[CH:21][CH:22]=1. Reactant: [Br:1][C:2]1[CH:7]=[C:6]([F:8])[CH:5]=[C:4]([CH:9]=[CH:10][CH3:11])[C:3]=1[OH:12].O[C@@H:14]([CH:27]=[CH2:28])[CH2:15][O:16][S:17]([C:20]1[CH:25]=[CH:24][C:23]([CH3:26])=[CH:22][CH:21]=1)(=[O:19])=[O:18].C1(P(C2C=CC=CC=2)C2C=CC=CC=2)C=CC=CC=1.N(C(OCC)=O)=NC(OCC)=O. The catalyst class is: 1.